Predict the product of the given reaction. From a dataset of Forward reaction prediction with 1.9M reactions from USPTO patents (1976-2016). (1) Given the reactants O[N:2]1C2C=CC=CC=2N=N1.CCN=C=NCCCN(C)C.Cl.C(N(CC)C(C)C)(C)C.[C:32]([O:36][C:37]([N:39]1[CH2:44][CH2:43][CH:42]([C:45]2[CH:50]=[CH:49][C:48]([NH:51][C:52]3[N:57]=[C:56]([CH2:58][CH2:59][C:60]4[C:65]([CH2:66][C:67]([O-])=[O:68])=[CH:64][CH:63]=[CH:62][N:61]=4)[C:55]([C:70]([F:73])([F:72])[F:71])=[CH:54][N:53]=3)=[CH:47][CH:46]=2)[CH2:41][CH2:40]1)=[O:38])([CH3:35])([CH3:34])[CH3:33].[Li+].C(=O)([O-])[O-].[NH4+].[NH4+], predict the reaction product. The product is: [NH2:2][C:67](=[O:68])[CH2:66][C:65]1[C:60]([CH2:59][CH2:58][C:56]2[C:55]([C:70]([F:72])([F:73])[F:71])=[CH:54][N:53]=[C:52]([NH:51][C:48]3[CH:47]=[CH:46][C:45]([CH:42]4[CH2:41][CH2:40][N:39]([C:37]([O:36][C:32]([CH3:34])([CH3:33])[CH3:35])=[O:38])[CH2:44][CH2:43]4)=[CH:50][CH:49]=3)[N:57]=2)=[N:61][CH:62]=[CH:63][CH:64]=1. (2) Given the reactants [CH3:1][O:2][C:3]1[C:8]([CH2:9][O:10][CH2:11][O:12][CH3:13])=[C:7]([C@@:14]([OH:20])([CH2:18][CH3:19])[CH2:15][CH2:16][OH:17])[CH:6]=[CH:5][N:4]=1.CC(OI1(OC(C)=O)(OC(C)=O)OC(=O)C2C=CC=CC1=2)=O.[O-]S([O-])(=S)=O.[Na+].[Na+].C([O-])(O)=O.[Na+], predict the reaction product. The product is: [OH:20][C@:14]([C:7]1[CH:6]=[CH:5][N:4]=[C:3]([O:2][CH3:1])[C:8]=1[CH2:9][O:10][CH2:11][O:12][CH3:13])([CH2:18][CH3:19])[CH2:15][CH:16]=[O:17].